The task is: Predict the product of the given reaction.. This data is from Forward reaction prediction with 1.9M reactions from USPTO patents (1976-2016). Given the reactants [OH:1][CH:2]1[CH2:7][CH2:6][N:5]([C:8](OC(C)(C)C)=O)[CH2:4][CH2:3]1.OC1CCC[N:19](C(OC(C)(C)C)=O)CC1.N[C:31]1[S:35][C:34]([C:36]2[C:41]([F:42])=[CH:40][CH:39]=[CH:38][C:37]=2[F:43])=[N:33][C:32]=1[C:44]([OH:46])=O.FC1C=CC=C(F)C=1C1[S:56][CH:57]=[C:58]([C:60](O)=O)[N:59]=1, predict the reaction product. The product is: [NH:5]1[CH2:8][CH2:4][CH2:3][CH:2]([O:1][C:57]2[S:56][N:19]=[CH:59][C:58]=2[NH:60][C:44]([C:32]2[N:33]=[C:34]([C:36]3[C:37]([F:43])=[CH:38][CH:39]=[CH:40][C:41]=3[F:42])[S:35][CH:31]=2)=[O:46])[CH2:7][CH2:6]1.